From a dataset of Full USPTO retrosynthesis dataset with 1.9M reactions from patents (1976-2016). Predict the reactants needed to synthesize the given product. Given the product [N:20]1([CH2:19][CH2:18][C:15]2[CH:14]=[CH:13][C:12]([O:11][CH2:10][CH2:9][CH2:8][N:1]3[CH2:2][CH2:3][CH2:4][CH2:5][CH2:6][CH2:7]3)=[CH:17][CH:16]=2)[CH2:21][CH2:22][NH:23][CH2:24][CH2:25]1, predict the reactants needed to synthesize it. The reactants are: [N:1]1([CH2:8][CH2:9][CH2:10][O:11][C:12]2[CH:17]=[CH:16][C:15]([CH2:18][CH2:19][N:20]3[CH2:25][CH2:24][N:23](C(OC(C)(C)C)=O)[CH2:22][CH2:21]3)=[CH:14][CH:13]=2)[CH2:7][CH2:6][CH2:5][CH2:4][CH2:3][CH2:2]1.FC(F)(F)C(O)=O.